The task is: Regression. Given a peptide amino acid sequence and an MHC pseudo amino acid sequence, predict their binding affinity value. This is MHC class I binding data.. This data is from Peptide-MHC class I binding affinity with 185,985 pairs from IEDB/IMGT. (1) The peptide sequence is VQGPGGSTY. The MHC is HLA-A11:01 with pseudo-sequence HLA-A11:01. The binding affinity (normalized) is 0.159. (2) The peptide sequence is IEELRQHLL. The MHC is HLA-A33:01 with pseudo-sequence HLA-A33:01. The binding affinity (normalized) is 0. (3) The peptide sequence is GYHTQTAGPW. The MHC is HLA-A24:02 with pseudo-sequence HLA-A24:02. The binding affinity (normalized) is 0.252. (4) The MHC is HLA-A02:06 with pseudo-sequence HLA-A02:06. The peptide sequence is SVLLWMASV. The binding affinity (normalized) is 0.745. (5) The peptide sequence is IEELRQHLL. The MHC is HLA-B57:01 with pseudo-sequence HLA-B57:01. The binding affinity (normalized) is 0. (6) The peptide sequence is RFDEAIINY. The MHC is HLA-B44:02 with pseudo-sequence HLA-B44:02. The binding affinity (normalized) is 0.0847. (7) The peptide sequence is VTSSVSSGY. The MHC is HLA-A25:01 with pseudo-sequence HLA-A25:01. The binding affinity (normalized) is 0.0847.